Dataset: Full USPTO retrosynthesis dataset with 1.9M reactions from patents (1976-2016). Task: Predict the reactants needed to synthesize the given product. (1) Given the product [F:13][C:14]1[CH:19]=[CH:18][C:17]([C:10]2[CH:9]=[CH:8][C:3]([C:4]([O:6][CH3:7])=[O:5])=[C:2]([OH:1])[CH:11]=2)=[CH:16][CH:15]=1, predict the reactants needed to synthesize it. The reactants are: [OH:1][C:2]1[CH:11]=[C:10](I)[CH:9]=[CH:8][C:3]=1[C:4]([O:6][CH3:7])=[O:5].[F:13][C:14]1[CH:19]=[CH:18][C:17](B(O)O)=[CH:16][CH:15]=1.C1(P(C2CCCCC2)C2CCCCC2)CCCCC1.P([O-])([O-])([O-])=O.[K+].[K+].[K+]. (2) Given the product [Cl:1][C:2]1[C:7]2[N:8]=[N:9][N:10]([CH2:13][C:14]([NH:25][C@H:23]([C:20]3[CH:21]=[CH:22][C:17]([CH3:26])=[CH:18][CH:19]=3)[CH3:24])=[O:16])[C:11](=[O:12])[C:6]=2[CH:5]=[CH:4][CH:3]=1, predict the reactants needed to synthesize it. The reactants are: [Cl:1][C:2]1[C:7]2[N:8]=[N:9][N:10]([CH2:13][C:14]([OH:16])=O)[C:11](=[O:12])[C:6]=2[CH:5]=[CH:4][CH:3]=1.[C:17]1([CH3:26])[CH:22]=[CH:21][C:20]([C@@H:23]([NH2:25])[CH3:24])=[CH:19][CH:18]=1. (3) Given the product [Br:26][C:27]1[CH:28]=[C:29]([CH:32]=[CH:33][C:34]=1[O:35][C:36]([F:37])([F:38])[F:39])[CH2:30][N:20]1[CH2:21][CH2:22][C:5]2([O:4][C:3](=[O:2])[N:7]([C:8]3[CH:17]=[CH:16][C:11]([C:12]([O:14][CH3:15])=[O:13])=[CH:10][CH:9]=3)[CH2:6]2)[CH2:18][CH2:19]1, predict the reactants needed to synthesize it. The reactants are: Cl.[O:2]=[C:3]1[N:7]([C:8]2[CH:17]=[CH:16][C:11]([C:12]([O:14][CH3:15])=[O:13])=[CH:10][CH:9]=2)[CH2:6][C:5]2([CH2:22][CH2:21][NH:20][CH2:19][CH2:18]2)[O:4]1.C([BH3-])#N.[Br:26][C:27]1[CH:28]=[C:29]([CH:32]=[CH:33][C:34]=1[O:35][C:36]([F:39])([F:38])[F:37])[CH:30]=O.CC(O)=O. (4) Given the product [NH2:34][CH2:30][C:29]([NH:1][C:2]1[CH:7]=[CH:6][C:5]([C:8]2[N:12]3[CH:13]=[C:14]([C:17]([N:19]([C:21]4[CH:26]=[CH:25][C:24]([C:27]#[N:28])=[CH:23][CH:22]=4)[CH3:20])=[O:18])[N:15]=[CH:16][C:11]3=[N:10][CH:9]=2)=[CH:4][CH:3]=1)=[O:32], predict the reactants needed to synthesize it. The reactants are: [NH2:1][C:2]1[CH:7]=[CH:6][C:5]([C:8]2[N:12]3[CH:13]=[C:14]([C:17]([N:19]([C:21]4[CH:26]=[CH:25][C:24]([C:27]#[N:28])=[CH:23][CH:22]=4)[CH3:20])=[O:18])[N:15]=[CH:16][C:11]3=[N:10][CH:9]=2)=[CH:4][CH:3]=1.[C:29]([OH:32])(=O)[CH3:30].C[N:34](C(ON1N=NC2C=CC=NC1=2)=[N+](C)C)C.F[P-](F)(F)(F)(F)F.CCN(C(C)C)C(C)C. (5) Given the product [C:1]([N:4]1[C:13]2[C:8](=[CH:9][C:10]([N:14]3[CH2:19][CH2:18][NH:17][CH2:16][CH2:15]3)=[CH:11][CH:12]=2)[C@H:7]([NH:27][C:31]2[N:32]=[CH:33][C:34]([C:37]#[N:38])=[N:35][CH:36]=2)[C@@H:6]([CH3:28])[C@@H:5]1[CH3:29])(=[O:3])[CH3:2], predict the reactants needed to synthesize it. The reactants are: [C:1]([N:4]1[C:13]2[C:8](=[CH:9][C:10]([N:14]3[CH2:19][CH2:18][N:17](C(OC(C)(C)C)=O)[CH2:16][CH2:15]3)=[CH:11][CH:12]=2)[C@H:7]([NH2:27])[C@@H:6]([CH3:28])[C@@H:5]1[CH3:29])(=[O:3])[CH3:2].Cl[C:31]1[N:32]=[CH:33][C:34]([C:37]#[N:38])=[N:35][CH:36]=1.CCN(C(C)C)C(C)C. (6) Given the product [I:7][C:8]1[CH:13]=[CH:12][C:11]([C:14](=[O:20])[CH2:15][CH2:16][CH2:17][CH2:18][N:35]2[CH2:36][CH2:37][CH:32]([C:28]3[CH:27]=[C:26]([NH:25][C:23](=[O:24])[CH:22]([CH3:21])[CH3:38])[CH:31]=[CH:30][CH:29]=3)[CH2:33][CH2:34]2)=[CH:10][CH:9]=1, predict the reactants needed to synthesize it. The reactants are: C([O-])([O-])=O.[K+].[K+].[I:7][C:8]1[CH:13]=[CH:12][C:11]([C:14](=[O:20])[CH2:15][CH2:16][CH2:17][CH2:18]Cl)=[CH:10][CH:9]=1.[CH3:21][CH:22]([CH3:38])[C:23]([NH:25][C:26]1[CH:31]=[CH:30][CH:29]=[C:28]([CH:32]2[CH2:37][CH2:36][NH:35][CH2:34][CH2:33]2)[CH:27]=1)=[O:24]. (7) Given the product [C:16]([C:4]1[CH:5]=[CH:6][C:7]([O:8][CH2:9][C:10]2[CH:15]=[CH:14][CH:13]=[CH:12][CH:11]=2)=[C:2]([NH:1][S:22]([CH:19]([CH3:21])[CH3:20])(=[O:24])=[O:23])[CH:3]=1)(=[O:18])[CH3:17], predict the reactants needed to synthesize it. The reactants are: [NH2:1][C:2]1[CH:3]=[C:4]([C:16](=[O:18])[CH3:17])[CH:5]=[CH:6][C:7]=1[O:8][CH2:9][C:10]1[CH:15]=[CH:14][CH:13]=[CH:12][CH:11]=1.[CH:19]([S:22](Cl)(=[O:24])=[O:23])([CH3:21])[CH3:20].